Predict which catalyst facilitates the given reaction. From a dataset of Catalyst prediction with 721,799 reactions and 888 catalyst types from USPTO. (1) The catalyst class is: 12. Reactant: C[O:2][C:3](=[O:44])[C:4]1[CH:9]=[CH:8][CH:7]=[C:6]([CH2:10][N:11](C(OC(C)(C)C)=O)[C:12]2[CH:17]=[CH:16][C:15]([O:18][CH2:19][C:20]3[N:21]([C:28]4[C:33]([Cl:34])=[CH:32][CH:31]=[CH:30][C:29]=4[Cl:35])[N:22]=[CH:23][C:24]=3[CH:25]([CH3:27])[CH3:26])=[CH:14][C:13]=2[CH3:36])[CH:5]=1.Cl. Product: [Cl:35][C:29]1[CH:30]=[CH:31][CH:32]=[C:33]([Cl:34])[C:28]=1[N:21]1[C:20]([CH2:19][O:18][C:15]2[CH:16]=[CH:17][C:12]([NH:11][CH2:10][C:6]3[CH:5]=[C:4]([CH:9]=[CH:8][CH:7]=3)[C:3]([OH:44])=[O:2])=[C:13]([CH3:36])[CH:14]=2)=[C:24]([CH:25]([CH3:27])[CH3:26])[CH:23]=[N:22]1. (2) Reactant: [Cl:1]([O-:5])(=[O:4])(=[O:3])=[O:2].[Na+].[CH3:7][N:8]([C:10]([N:13]([CH3:15])[CH3:14])(Cl)[Cl:11])[CH3:9]. Product: [Cl:1]([O-:5])(=[O:4])(=[O:3])=[O:2].[CH3:7][N:8]([C+:10]([N:13]([CH3:15])[CH3:14])[Cl:11])[CH3:9]. The catalyst class is: 6. (3) Reactant: [OH-].[Na+].CC(O)C.[OH:7][C:8]1[CH:32]=[CH:31][C:30]([O:33][CH2:34][CH2:35][N:36]2[CH2:41][CH2:40][N:39]([S:42]([CH3:45])(=[O:44])=[O:43])[CH2:38][CH2:37]2)=[CH:29][C:9]=1[C:10]([NH:12][C:13]1[CH:22]=[C:21]([C:23]2[CH:28]=[CH:27][CH:26]=[CH:25][CH:24]=2)[CH:20]=[CH:19][C:14]=1[C:15]([O:17]C)=[O:16])=[O:11].[ClH:46]. Product: [ClH:46].[OH:7][C:8]1[CH:32]=[CH:31][C:30]([O:33][CH2:34][CH2:35][N:36]2[CH2:41][CH2:40][N:39]([S:42]([CH3:45])(=[O:44])=[O:43])[CH2:38][CH2:37]2)=[CH:29][C:9]=1[C:10]([NH:12][C:13]1[CH:22]=[C:21]([C:23]2[CH:24]=[CH:25][CH:26]=[CH:27][CH:28]=2)[CH:20]=[CH:19][C:14]=1[C:15]([OH:17])=[O:16])=[O:11]. The catalyst class is: 6. (4) Reactant: [Br:1][C:2]1[CH:7]=[CH:6][C:5]([I:8])=[C:4]([Cl:9])[CH:3]=1.[C:10](=O)=O.CC(C)=O.[Li+].CC([N-]C(C)C)C.C(C1C=CC=CC=1)C.CI. Product: [Br:1][C:2]1[CH:7]=[CH:6][C:5]([I:8])=[C:4]([Cl:9])[C:3]=1[CH3:10]. The catalyst class is: 1. (5) Reactant: [N:1]1([CH2:6][C:7]2[CH:8]=[C:9]3[N:15]=[C:14]([C:16]4[CH:22]=[CH:21][CH:20]=[CH:19][C:17]=4[NH2:18])[S:13][C:10]3=[N:11][CH:12]=2)[CH2:5][CH2:4][CH2:3][CH2:2]1.[C:23]1([C:29]2[N:30]=[C:31]([C:34](O)=[O:35])[S:32][CH:33]=2)[CH:28]=[CH:27][CH:26]=[CH:25][CH:24]=1. Product: [C:23]1([C:29]2[N:30]=[C:31]([C:34]([NH:18][C:17]3[CH:19]=[CH:20][CH:21]=[CH:22][C:16]=3[C:14]3[S:13][C:10]4[C:9]([N:15]=3)=[CH:8][C:7]([CH2:6][N:1]3[CH2:2][CH2:3][CH2:4][CH2:5]3)=[CH:12][N:11]=4)=[O:35])[S:32][CH:33]=2)[CH:24]=[CH:25][CH:26]=[CH:27][CH:28]=1. The catalyst class is: 6.